Dataset: Forward reaction prediction with 1.9M reactions from USPTO patents (1976-2016). Task: Predict the product of the given reaction. (1) Given the reactants [Br:1][C:2]1[CH:3]=[CH:4][C:5]([O:12][CH3:13])=[C:6]([S:8](Cl)(=[O:10])=[O:9])[CH:7]=1.CCN(CC)CC.[CH3:21][O:22][NH2:23], predict the reaction product. The product is: [Br:1][C:2]1[CH:3]=[CH:4][C:5]([O:12][CH3:13])=[C:6]([S:8]([NH:23][O:22][CH3:21])(=[O:10])=[O:9])[CH:7]=1. (2) Given the reactants Br[C:2]1[N:7]=[CH:6][C:5]2[N:8]=[C:9]([C:17]3[C:18]([NH2:22])=[N:19][O:20][N:21]=3)[N:10]([C:11]3[CH:16]=[CH:15][CH:14]=[CH:13][CH:12]=3)[C:4]=2[CH:3]=1.[OH:23][C:24]1[CH:25]=[C:26]([CH:31]=[CH:32][CH:33]=1)[C:27]([O:29][CH3:30])=[O:28].N1C2C(=CC=C3C=2N=CC=C3)C=CC=1.C(=O)([O-])[O-].[Cs+].[Cs+], predict the reaction product. The product is: [NH2:22][C:18]1[C:17]([C:9]2[N:10]([C:11]3[CH:16]=[CH:15][CH:14]=[CH:13][CH:12]=3)[C:4]3[CH:3]=[C:2]([O:23][C:24]4[CH:25]=[C:26]([CH:31]=[CH:32][CH:33]=4)[C:27]([O:29][CH3:30])=[O:28])[N:7]=[CH:6][C:5]=3[N:8]=2)=[N:21][O:20][N:19]=1. (3) Given the reactants [C:1]1([OH:11])[C:10]2[C:5](=[CH:6][CH:7]=[CH:8][CH:9]=2)[CH:4]=[CH:3][CH:2]=1.[OH-:12].[K+].Cl[C:15]1[C:28]2[C:27](=[O:29])[C:26]3[C:21](=[C:22](Cl)[CH:23]=[CH:24][CH:25]=3)[C:20](=[O:31])[C:19]=2[CH:18]=[CH:17][CH:16]=1, predict the reaction product. The product is: [C:1]1([O:11][C:15]2[C:28]3[C:27](=[O:29])[C:26]4[C:21](=[C:22]([O:12][C:9]5[C:10]6[C:5](=[CH:4][CH:3]=[CH:2][CH:1]=6)[CH:6]=[CH:7][CH:8]=5)[CH:23]=[CH:24][CH:25]=4)[C:20](=[O:31])[C:19]=3[CH:18]=[CH:17][CH:16]=2)[C:10]2[C:5](=[CH:6][CH:7]=[CH:8][CH:9]=2)[CH:4]=[CH:3][CH:2]=1. (4) Given the reactants [Cl:1][C:2]1[N:7]=[C:6]([N:8]2[CH2:13][CH2:12][O:11][CH2:10][CH2:9]2)[CH:5]=[C:4](I)[CH:3]=1.[C:15]([N:22]1[CH2:27][CH2:26][NH:25][CH2:24][CH2:23]1)([O:17][C:18]([CH3:21])([CH3:20])[CH3:19])=[O:16].CC(C)([O-])C.[Na+], predict the reaction product. The product is: [Cl:1][C:2]1[CH:3]=[C:4]([N:25]2[CH2:24][CH2:23][N:22]([C:15]([O:17][C:18]([CH3:21])([CH3:20])[CH3:19])=[O:16])[CH2:27][CH2:26]2)[CH:5]=[C:6]([N:8]2[CH2:13][CH2:12][O:11][CH2:10][CH2:9]2)[N:7]=1. (5) Given the reactants [CH:1]([NH:4][C@H:5]1[CH2:10][N:9](CC2C=CC(OC)=CC=2)[C@@H:8]([CH2:20][C:21]([O:23][CH2:24][CH3:25])=[O:22])[CH2:7][CH2:6]1)([CH3:3])[CH3:2].[CH3:38][C:37]([O:36][C:34](O[C:34]([O:36][C:37]([CH3:40])([CH3:39])[CH3:38])=[O:35])=[O:35])([CH3:40])[CH3:39], predict the reaction product. The product is: [CH2:24]([O:23][C:21](=[O:22])[CH2:20][C@H:8]1[CH2:7][CH2:6][C@@H:5]([NH:4][CH:1]([CH3:3])[CH3:2])[CH2:10][N:9]1[C:34]([O:36][C:37]([CH3:38])([CH3:39])[CH3:40])=[O:35])[CH3:25]. (6) Given the reactants [NH2:1][CH:2]([C:4]1[CH:9]=[CH:8][C:7]([NH:10][C:11]2[N:16]=[C:15]([CH2:17][CH2:18][C:19]3[CH:24]=[CH:23][CH:22]=[CH:21][C:20]=3[C:25]3([C:28]([NH2:30])=[O:29])[CH2:27][CH2:26]3)[C:14]([C:31]([F:34])([F:33])[F:32])=[CH:13][N:12]=2)=[CH:6][CH:5]=1)[CH3:3].N1C=CC=CC=1.[C:41](OC(=O)C)(=[O:43])[CH3:42], predict the reaction product. The product is: [C:41]([NH:1][CH:2]([C:4]1[CH:5]=[CH:6][C:7]([NH:10][C:11]2[N:16]=[C:15]([CH2:17][CH2:18][C:19]3[CH:24]=[CH:23][CH:22]=[CH:21][C:20]=3[C:25]3([C:28]([NH2:30])=[O:29])[CH2:26][CH2:27]3)[C:14]([C:31]([F:33])([F:34])[F:32])=[CH:13][N:12]=2)=[CH:8][CH:9]=1)[CH3:3])(=[O:43])[CH3:42]. (7) Given the reactants [O:1]=[C:2]1[N:7]2[CH2:8][CH2:9][C:10]3[C:15]([C:6]2=[CH:5][CH:4]=[C:3]1[C:16]([OH:18])=O)=[CH:14][CH:13]=[CH:12][CH:11]=3.Cl.C(N=C=NCCCN(C)C)C.ON1C2C=CC=CC=2N=N1.[CH2:41]([NH2:49])[CH2:42][C:43]1[CH:48]=[CH:47][CH:46]=[CH:45][CH:44]=1, predict the reaction product. The product is: [CH2:41]([NH:49][C:16]([C:3]1[C:2](=[O:1])[N:7]2[CH2:8][CH2:9][C:10]3[C:15]([C:6]2=[CH:5][CH:4]=1)=[CH:14][CH:13]=[CH:12][CH:11]=3)=[O:18])[CH2:42][C:43]1[CH:48]=[CH:47][CH:46]=[CH:45][CH:44]=1.